This data is from Reaction yield outcomes from USPTO patents with 853,638 reactions. The task is: Predict the reaction yield, written as a fraction of the theoretical maximum amount of product (1.0 means a 100% yield; for example, 0.34 means a 34% yield). The reactants are [CH3:1][O:2][C:3]([C:5]1([C:8]([OH:10])=O)[CH2:7][CH2:6]1)=[O:4].[NH2:11][C:12]1[CH:17]=[CH:16][CH:15]=[CH:14][CH:13]=1.C(N(C(C)C)CC)(C)C.F[B-](F)(F)F.N1(OC(N(C)C)=[N+](C)C)C2C=CC=CC=2N=N1. The yield is 1.00. The catalyst is CN(C=O)C.C(OCC)(=O)C. The product is [C:12]1([NH:11][C:8]([C:5]2([C:3]([O:2][CH3:1])=[O:4])[CH2:7][CH2:6]2)=[O:10])[CH:17]=[CH:16][CH:15]=[CH:14][CH:13]=1.